From a dataset of Reaction yield outcomes from USPTO patents with 853,638 reactions. Predict the reaction yield, written as a fraction of the theoretical maximum amount of product (1.0 means a 100% yield; for example, 0.34 means a 34% yield). (1) The product is [N:7]1([C:11]2[CH:16]=[CH:15][C:14]([C:17]3[NH:26][C:25](=[O:27])[C:24]4[C:19](=[CH:20][C:21]([O:30][CH3:31])=[CH:22][C:23]=4[O:28][CH3:29])[N:18]=3)=[CH:13][CH:12]=2)[CH2:8][CH2:9][CH2:10][NH:4][CH2:5][CH2:6]1. The reactants are C([N:4]1[CH2:10][CH2:9][CH2:8][N:7]([C:11]2[CH:16]=[CH:15][C:14]([C:17]3[NH:26][C:25](=[O:27])[C:24]4[C:19](=[CH:20][C:21]([O:30][CH3:31])=[CH:22][C:23]=4[O:28][CH3:29])[N:18]=3)=[CH:13][CH:12]=2)[CH2:6][CH2:5]1)(=O)C. The catalyst is Cl. The yield is 0.330. (2) The reactants are Cl.[OH:2][CH2:3][C:4]1[C:5]([O:21][CH:22]2[CH2:27][CH2:26][NH:25][CH2:24][CH2:23]2)=[CH:6][C:7](=[O:20])[N:8]([C:10]2[CH:15]=[CH:14][C:13]([S:16]([CH3:19])(=[O:18])=[O:17])=[CH:12][CH:11]=2)[N:9]=1.CCN(C(C)C)C(C)C.[Cl:37][C:38]1[CH:39]=[N:40][C:41](I)=[N:42][CH:43]=1.CCOC(C)=O. The catalyst is CN1C(=O)CCC1. The product is [Cl:37][C:38]1[CH:39]=[N:40][C:41]([N:25]2[CH2:26][CH2:27][CH:22]([O:21][C:5]3[C:4]([CH2:3][OH:2])=[N:9][N:8]([C:10]4[CH:11]=[CH:12][C:13]([S:16]([CH3:19])(=[O:18])=[O:17])=[CH:14][CH:15]=4)[C:7](=[O:20])[CH:6]=3)[CH2:23][CH2:24]2)=[N:42][CH:43]=1. The yield is 0.620. (3) The reactants are Cl[C:2]1[N:3]=[CH:4][C:5]2[N:10]=[C:9]([NH:11][C:12](=[O:16])[O:13][CH2:14][CH3:15])[S:8][C:6]=2[N:7]=1.[CH3:17][NH:18][CH3:19].CO. No catalyst specified. The product is [CH3:17][N:18]([CH3:19])[C:2]1[N:3]=[CH:4][C:5]2[N:10]=[C:9]([NH:11][C:12](=[O:16])[O:13][CH2:14][CH3:15])[S:8][C:6]=2[N:7]=1. The yield is 0.990. (4) The reactants are [F:1][C:2]([F:37])([F:36])[C:3]1[CH:8]=[CH:7][C:6]([C:9]2[N:10]=[CH:11][C:12]([NH:15][CH:16]([C:20]3[CH:35]=[CH:34][C:23]([C:24]([NH:26][CH2:27][CH2:28][C:29]([O:31]CC)=[O:30])=[O:25])=[CH:22][CH:21]=3)[CH2:17][CH2:18][CH3:19])=[N:13][CH:14]=2)=[CH:5][CH:4]=1.C(=O)=O.CO.C(N)(C)C. No catalyst specified. The product is [F:37][C:2]([F:1])([F:36])[C:3]1[CH:4]=[CH:5][C:6]([C:9]2[N:10]=[CH:11][C:12]([NH:15][CH:16]([C:20]3[CH:21]=[CH:22][C:23]([C:24]([NH:26][CH2:27][CH2:28][C:29]([OH:31])=[O:30])=[O:25])=[CH:34][CH:35]=3)[CH2:17][CH2:18][CH3:19])=[N:13][CH:14]=2)=[CH:7][CH:8]=1. The yield is 0.998. (5) The reactants are [Cl-].[CH3:2][S:3]([O:6][C:7]1[CH:12]=[CH:11][CH:10]=[CH:9][C:8]=1[CH:13]1[O:17][N:16]=[C:15]([C:18]2[N:19]=[C:20]([CH:23]3[CH2:28][CH2:27][NH2+:26][CH2:25][CH2:24]3)[S:21][CH:22]=2)[CH2:14]1)(=[O:5])=[O:4].[C:29](O)(=[O:32])[CH2:30][OH:31].C(N(C(C)C)CC)(C)C. The catalyst is CN(C)C=O. The product is [CH3:2][S:3]([O:6][C:7]1[CH:12]=[CH:11][CH:10]=[CH:9][C:8]=1[CH:13]1[O:17][N:16]=[C:15]([C:18]2[N:19]=[C:20]([CH:23]3[CH2:28][CH2:27][N:26]([C:30](=[O:31])[CH2:29][OH:32])[CH2:25][CH2:24]3)[S:21][CH:22]=2)[CH2:14]1)(=[O:4])=[O:5]. The yield is 0.120. (6) The reactants are Br[C:2]1[CH:7]=[CH:6][CH:5]=[CH:4][N:3]=1.C([Li])CCC.[NH:13]1[C:17]2[CH:18]=[CH:19][CH:20]=[CH:21][C:16]=2[NH:15][C:14]1=[C:22]([C:33]([C:35]1[CH:40]=[CH:39][CH:38]=[C:37]([F:41])[CH:36]=1)=[O:34])[C:23]([C:25]1[CH:26]=[C:27]([CH:30]=[CH:31][CH:32]=1)[CH:28]=[O:29])=[O:24].[Cl-:42].[NH4+]. The catalyst is C1COCC1. The product is [ClH:42].[NH:13]1[C:17]2[CH:18]=[CH:19][CH:20]=[CH:21][C:16]=2[NH:15][C:14]1=[C:22]([C:23]([C:25]1[CH:32]=[CH:31][CH:30]=[C:27]([CH:28]([OH:29])[C:2]2[CH:7]=[CH:6][CH:5]=[CH:4][N:3]=2)[CH:26]=1)=[O:24])[C:33]([C:35]1[CH:40]=[CH:39][CH:38]=[C:37]([F:41])[CH:36]=1)=[O:34]. The yield is 0.420. (7) The reactants are [N+:1]([C:4]1[CH:5]=[C:6](/[CH:10]=[CH:11]/[C:12]([O:14][CH3:15])=[O:13])[CH:7]=[CH:8][CH:9]=1)([O-])=O.Cl. The catalyst is CCO.[Fe]. The product is [NH2:1][C:4]1[CH:5]=[C:6](/[CH:10]=[CH:11]/[C:12]([O:14][CH3:15])=[O:13])[CH:7]=[CH:8][CH:9]=1. The yield is 0.570. (8) The reactants are C(OC([NH:8][C:9]([CH3:19])([C:11]([O:13][CH:14]1[CH2:18][CH2:17][CH2:16][CH2:15]1)=[O:12])[CH3:10])=O)(C)(C)C.[ClH:20].O1CCOCC1. The catalyst is C1COCC1. The product is [ClH:20].[CH3:19][C:9]([C:11]([O:13][CH:14]1[CH2:15][CH2:16][CH2:17][CH2:18]1)=[O:12])([CH3:10])[NH2:8]. The yield is 0.820.